This data is from Forward reaction prediction with 1.9M reactions from USPTO patents (1976-2016). The task is: Predict the product of the given reaction. (1) The product is: [O:1]1[C:5]2[CH:6]=[CH:7][CH:8]=[CH:9][C:4]=2[CH:3]=[C:2]1[C:10]1[C:18]2[C:13](=[CH:14][CH:15]=[C:16]([C:19]3[NH:27][N:28]=[C:29]([CH2:30][N:31]([CH3:33])[CH3:32])[N:20]=3)[CH:17]=2)[NH:12][N:11]=1. Given the reactants [O:1]1[C:5]2[CH:6]=[CH:7][CH:8]=[CH:9][C:4]=2[CH:3]=[C:2]1[C:10]1[C:18]2[C:13](=[CH:14][CH:15]=[C:16]([C:19]#[N:20])[CH:17]=2)[N:12](C2CCCCO2)[N:11]=1.[NH2:27][NH:28][C:29](=O)[CH2:30][N:31]([CH3:33])[CH3:32].C[O-].[Na+], predict the reaction product. (2) Given the reactants [H-].[Na+].[O:3]=[C:4]1[CH2:12][C:11]2[C:6](=[CH:7][CH:8]=[C:9]([C:13]#[N:14])[CH:10]=2)[NH:5]1.Cl[C:16]1[C:25]2[C:20](=[CH:21][C:22]([O:26][CH2:27][CH2:28][O:29][CH2:30][CH2:31][O:32][CH3:33])=[CH:23][CH:24]=2)[CH:19]=[CH:18][N:17]=1.[F:34][C:35]([F:40])([F:39])[C:36]([O-:38])=[O:37], predict the reaction product. The product is: [F:34][C:35]([F:40])([F:39])[C:36]([OH:38])=[O:37].[CH3:33][O:32][CH2:31][CH2:30][O:29][CH2:28][CH2:27][O:26][C:22]1[CH:21]=[C:20]2[C:25](=[CH:24][CH:23]=1)[C:16]([CH:12]1[C:11]3[C:6](=[CH:7][CH:8]=[C:9]([C:13]#[N:14])[CH:10]=3)[NH:5][C:4]1=[O:3])=[N:17][CH:18]=[CH:19]2. (3) Given the reactants C([O:8][C:9]([C@:11]12[CH2:41][CH2:40][C@@H:39]([C:42]([CH3:44])=[CH2:43])[C@@H:12]1[C@@H:13]1[C@@:26]([CH3:29])([CH2:27][CH2:28]2)[C@@:25]2([CH3:30])[CH:16]([C@:17]3([CH3:38])[C@@H:22]([CH2:23][CH2:24]2)[C:21]([CH3:32])([CH3:31])[C:20](/[CH:33]=[CH:34]/[C:35]([OH:37])=[O:36])=[CH:19][CH2:18]3)[CH2:15][CH2:14]1)=[O:10])C1C=CC=CC=1.[H][H], predict the reaction product. The product is: [C:35]([CH2:34][CH2:33][C:20]1[C:21]([CH3:32])([CH3:31])[C@H:22]2[C@:17]([CH3:38])([CH2:18][CH:19]=1)[CH:16]1[C@:25]([CH3:30])([C@@:26]3([CH3:29])[C@H:13]([CH2:14][CH2:15]1)[C@H:12]1[C@H:39]([C:42]([CH3:44])=[CH2:43])[CH2:40][CH2:41][C@:11]1([C:9]([OH:10])=[O:8])[CH2:28][CH2:27]3)[CH2:24][CH2:23]2)([OH:37])=[O:36]. (4) Given the reactants [N:1]1[CH:6]=[CH:5][CH:4]=[CH:3][C:2]=1[C:7]1[CH:8]=[N:9][NH:10][C:11]=1[NH2:12].O=[C:14]([C:20]1[CH:25]=[CH:24][CH:23]=[CH:22][CH:21]=1)[CH2:15][C:16](OC)=[O:17], predict the reaction product. The product is: [C:20]1([C:14]2[NH:12][C:11]3[N:10]([N:9]=[CH:8][C:7]=3[C:2]3[CH:3]=[CH:4][CH:5]=[CH:6][N:1]=3)[C:16](=[O:17])[CH:15]=2)[CH:25]=[CH:24][CH:23]=[CH:22][CH:21]=1. (5) The product is: [CH3:20][O:21][C:22](=[O:44])[C@@H:23]([NH:27][S:28]([C:31]1[CH:36]=[CH:35][C:34]([C:37]2[CH:38]=[CH:39][C:40]([NH:43][C:17]([C:3]3[O:4][C:5]4[CH:10]=[CH:9][CH:8]=[C:7]([C:11]5[CH:12]=[N:13][CH:14]=[CH:15][CH:16]=5)[C:6]=4[C:2]=3[CH3:1])=[O:19])=[CH:41][CH:42]=2)=[CH:33][CH:32]=1)(=[O:30])=[O:29])[CH:24]([CH3:26])[CH3:25]. Given the reactants [CH3:1][C:2]1[C:6]2[C:7]([C:11]3[CH:12]=[N:13][CH:14]=[CH:15][CH:16]=3)=[CH:8][CH:9]=[CH:10][C:5]=2[O:4][C:3]=1[C:17]([OH:19])=O.[CH3:20][O:21][C:22](=[O:44])[C@@H:23]([NH:27][S:28]([C:31]1[CH:36]=[CH:35][C:34]([C:37]2[CH:42]=[CH:41][C:40]([NH2:43])=[CH:39][CH:38]=2)=[CH:33][CH:32]=1)(=[O:30])=[O:29])[CH:24]([CH3:26])[CH3:25].F[P-](F)(F)(F)(F)F.N1(O[P+](N(C)C)(N(C)C)N(C)C)C2C=CC=CC=2N=N1.C(N(CC)C(C)C)(C)C, predict the reaction product.